Regression. Given two drug SMILES strings and cell line genomic features, predict the synergy score measuring deviation from expected non-interaction effect. From a dataset of NCI-60 drug combinations with 297,098 pairs across 59 cell lines. (1) Drug 1: CC1CCC2CC(C(=CC=CC=CC(CC(C(=O)C(C(C(=CC(C(=O)CC(OC(=O)C3CCCCN3C(=O)C(=O)C1(O2)O)C(C)CC4CCC(C(C4)OC)O)C)C)O)OC)C)C)C)OC. Drug 2: COCCOC1=C(C=C2C(=C1)C(=NC=N2)NC3=CC=CC(=C3)C#C)OCCOC.Cl. Cell line: U251. Synergy scores: CSS=23.6, Synergy_ZIP=-8.57, Synergy_Bliss=-10.3, Synergy_Loewe=-22.3, Synergy_HSA=-11.3. (2) Drug 1: C1=CN(C=N1)CC(O)(P(=O)(O)O)P(=O)(O)O. Drug 2: C1=NC2=C(N1)C(=S)N=CN2. Cell line: COLO 205. Synergy scores: CSS=32.0, Synergy_ZIP=-9.25, Synergy_Bliss=-1.15, Synergy_Loewe=-7.83, Synergy_HSA=-0.0666. (3) Drug 1: CC1=C2C(C(=O)C3(C(CC4C(C3C(C(C2(C)C)(CC1OC(=O)C(C(C5=CC=CC=C5)NC(=O)OC(C)(C)C)O)O)OC(=O)C6=CC=CC=C6)(CO4)OC(=O)C)O)C)O. Drug 2: CC=C1C(=O)NC(C(=O)OC2CC(=O)NC(C(=O)NC(CSSCCC=C2)C(=O)N1)C(C)C)C(C)C. Cell line: UO-31. Synergy scores: CSS=2.63, Synergy_ZIP=-1.27, Synergy_Bliss=-1.02, Synergy_Loewe=1.86, Synergy_HSA=-0.0269. (4) Drug 1: C1=CN(C(=O)N=C1N)C2C(C(C(O2)CO)O)O.Cl. Drug 2: CC1=C(C(=CC=C1)Cl)NC(=O)C2=CN=C(S2)NC3=CC(=NC(=N3)C)N4CCN(CC4)CCO. Cell line: HOP-62. Synergy scores: CSS=32.0, Synergy_ZIP=-0.0580, Synergy_Bliss=-3.24, Synergy_Loewe=-11.2, Synergy_HSA=-2.76. (5) Drug 1: CN(CC1=CN=C2C(=N1)C(=NC(=N2)N)N)C3=CC=C(C=C3)C(=O)NC(CCC(=O)O)C(=O)O. Drug 2: CC1=C(C(CCC1)(C)C)C=CC(=CC=CC(=CC(=O)O)C)C. Cell line: UO-31. Synergy scores: CSS=8.05, Synergy_ZIP=2.09, Synergy_Bliss=0.478, Synergy_Loewe=-46.0, Synergy_HSA=-5.25. (6) Drug 1: CC1C(C(=O)NC(C(=O)N2CCCC2C(=O)N(CC(=O)N(C(C(=O)O1)C(C)C)C)C)C(C)C)NC(=O)C3=C4C(=C(C=C3)C)OC5=C(C(=O)C(=C(C5=N4)C(=O)NC6C(OC(=O)C(N(C(=O)CN(C(=O)C7CCCN7C(=O)C(NC6=O)C(C)C)C)C)C(C)C)C)N)C. Drug 2: CN1C(=O)N2C=NC(=C2N=N1)C(=O)N. Cell line: SF-268. Synergy scores: CSS=7.64, Synergy_ZIP=-0.668, Synergy_Bliss=6.51, Synergy_Loewe=4.73, Synergy_HSA=6.34. (7) Drug 1: CC1=C(N=C(N=C1N)C(CC(=O)N)NCC(C(=O)N)N)C(=O)NC(C(C2=CN=CN2)OC3C(C(C(C(O3)CO)O)O)OC4C(C(C(C(O4)CO)O)OC(=O)N)O)C(=O)NC(C)C(C(C)C(=O)NC(C(C)O)C(=O)NCCC5=NC(=CS5)C6=NC(=CS6)C(=O)NCCC[S+](C)C)O. Drug 2: CCN(CC)CCCC(C)NC1=C2C=C(C=CC2=NC3=C1C=CC(=C3)Cl)OC. Cell line: HS 578T. Synergy scores: CSS=37.0, Synergy_ZIP=0.115, Synergy_Bliss=-0.172, Synergy_Loewe=-17.5, Synergy_HSA=0.662.